From a dataset of Reaction yield outcomes from USPTO patents with 853,638 reactions. Predict the reaction yield, written as a fraction of the theoretical maximum amount of product (1.0 means a 100% yield; for example, 0.34 means a 34% yield). (1) The product is [Br:25][C:24]1[N:5]2[CH:6]=[C:7]([C:18]3[CH:19]=[CH:20][CH:21]=[CH:22][CH:23]=3)[C:8]([C:10]3[CH:11]=[CH:12][C:13]([CH:14]=[O:15])=[CH:16][CH:17]=3)=[N:9][C:4]2=[N:3][C:2]=1[CH3:1]. The yield is 0.753. The catalyst is C(Cl)(Cl)Cl. The reactants are [CH3:1][C:2]1[N:3]=[C:4]2[N:9]=[C:8]([C:10]3[CH:17]=[CH:16][C:13]([CH:14]=[O:15])=[CH:12][CH:11]=3)[C:7]([C:18]3[CH:23]=[CH:22][CH:21]=[CH:20][CH:19]=3)=[CH:6][N:5]2[CH:24]=1.[Br:25]N1C(=O)CCC1=O. (2) The reactants are [CH2:1]([N:8]([CH3:15])[CH2:9][CH2:10][C:11]([O:13]C)=O)[C:2]1[CH:7]=[CH:6][CH:5]=[CH:4][CH:3]=1.[CH3:16][O:17][CH2:18][CH2:19][NH2:20]. No catalyst specified. The product is [CH2:1]([N:8]([CH3:15])[CH2:9][CH2:10][C:11]([NH:20][CH2:19][CH2:18][O:17][CH3:16])=[O:13])[C:2]1[CH:3]=[CH:4][CH:5]=[CH:6][CH:7]=1. The yield is 0.610. (3) The reactants are [C:1]([C:5]1[CH:10]=[CH:9][C:8]([NH:11][C:12](=[O:22])[NH:13][CH:14]([CH3:21])[CH2:15][C:16](OCC)=[O:17])=[CH:7][CH:6]=1)([CH3:4])([CH3:3])[CH3:2].[Li+].[BH4-]. The catalyst is C1COCC1. The product is [C:1]([C:5]1[CH:10]=[CH:9][C:8]([NH:11][C:12]([NH:13][CH:14]([CH2:15][CH2:16][OH:17])[CH3:21])=[O:22])=[CH:7][CH:6]=1)([CH3:2])([CH3:3])[CH3:4]. The yield is 0.870. (4) The reactants are C([N:8]1[CH:13]([C:14]2[CH:19]=[CH:18][CH:17]=[CH:16][CH:15]=2)[CH2:12][C:11]([CH3:21])([CH3:20])[N:10]2[N:22]=[CH:23][C:24]([S:25]([C:28]([CH3:37])([C:30]3[CH:35]=[CH:34][C:33]([CH3:36])=[CH:32][CH:31]=3)[CH3:29])(=[O:27])=[O:26])=[C:9]12)C1C=CC=CC=1.C(O)C.[H][H]. The catalyst is C1COCC1.[Pd]. The product is [CH3:20][C:11]1([CH3:21])[N:10]2[N:22]=[CH:23][C:24]([S:25]([C:28]([CH3:29])([C:30]3[CH:35]=[CH:34][C:33]([CH3:36])=[CH:32][CH:31]=3)[CH3:37])(=[O:27])=[O:26])=[C:9]2[NH:8][CH:13]([C:14]2[CH:19]=[CH:18][CH:17]=[CH:16][CH:15]=2)[CH2:12]1. The yield is 0.910. (5) The reactants are [OH:1][C:2]1[CH:3]=[C:4]([C:9]2([C:12]([OH:14])=[O:13])[CH2:11][CH2:10]2)[CH:5]=[CH:6][C:7]=1[OH:8].[CH3:15]C1C=CC(S(O)(=O)=O)=CC=1. The catalyst is CO. The product is [OH:1][C:2]1[CH:3]=[C:4]([C:9]2([C:12]([O:14][CH3:15])=[O:13])[CH2:11][CH2:10]2)[CH:5]=[CH:6][C:7]=1[OH:8]. The yield is 0.910. (6) The reactants are C([N:8]1[C:12]([NH:13][CH:14]2[CH2:19][CH2:18][CH:17]([O:20][Si:21]([C:24]([CH3:27])([CH3:26])[CH3:25])([CH3:23])[CH3:22])[CH2:16][CH2:15]2)=[CH:11][N:10]=[N:9]1)C1C=CC=CC=1.C([O-])=O.[NH4+].C(O)(=O)C. The catalyst is [C].[Pd].CO. The product is [Si:21]([O:20][CH:17]1[CH2:18][CH2:19][CH:14]([NH:13][C:12]2[NH:8][N:9]=[N:10][CH:11]=2)[CH2:15][CH2:16]1)([C:24]([CH3:27])([CH3:26])[CH3:25])([CH3:23])[CH3:22]. The yield is 0.650.